Dataset: Forward reaction prediction with 1.9M reactions from USPTO patents (1976-2016). Task: Predict the product of the given reaction. (1) Given the reactants [NH2:1][CH2:2][C@@H:3]([C:5]1[CH:6]=[CH:7][C:8]([OH:16])=[C:9](CS(N)(=O)=O)[CH:10]=1)[OH:4].C(N(C(C)C)CC)(C)C.Br[CH2:27][CH2:28][CH2:29][CH2:30][CH2:31][CH2:32][O:33][CH2:34][CH2:35][CH2:36][CH2:37][C:38]1[CH:39]=[C:40]([S:44]([NH2:47])(=[O:46])=[O:45])[CH:41]=[CH:42][CH:43]=1, predict the reaction product. The product is: [CH:8]([OH:16])=[O:33].[OH:4][C@H:3]([C:5]1[CH:6]=[CH:7][C:8]([OH:16])=[C:9]([NH:47][S:44]([CH3:40])(=[O:46])=[O:45])[CH:10]=1)[CH2:2][NH:1][CH2:27][CH2:28][CH2:29][CH2:30][CH2:31][CH2:32][O:33][CH2:34][CH2:35][CH2:36][CH2:37][C:38]1[CH:39]=[C:40]([S:44]([NH2:47])(=[O:46])=[O:45])[CH:41]=[CH:42][CH:43]=1. (2) Given the reactants [NH2:1][C@H:2]([C:17]([OH:19])=[O:18])[CH2:3][CH2:4][CH2:5][NH:6][C:7]([O:9][CH2:10][C:11]1[CH:16]=[CH:15][CH:14]=[CH:13][CH:12]=1)=[O:8].S(Cl)([Cl:22])=O.[CH3:24]O, predict the reaction product. The product is: [NH2:1][C@H:2]([C:17]([O:19][CH3:24])=[O:18])[CH2:3][CH2:4][CH2:5][NH:6][C:7]([O:9][CH2:10][C:11]1[CH:16]=[CH:15][CH:14]=[CH:13][CH:12]=1)=[O:8].[ClH:22]. (3) The product is: [Cl:63][C:64]1[CH:70]=[CH:69][C:67]([NH:68][C:30]([CH:20]2[NH:19][CH:18]([CH2:33][C:34]([CH3:37])([CH3:36])[CH3:35])[C:17]3([C:12]4[C:13](=[CH:14][C:9]([Cl:8])=[CH:10][CH:11]=4)[NH:15][C:16]3=[O:38])[CH:21]2[C:22]2[CH:27]=[CH:26][CH:25]=[C:24]([Cl:28])[C:23]=2[F:29])=[O:32])=[CH:66][CH:65]=1. Given the reactants FC(F)(F)C(O)=O.[Cl:8][C:9]1[CH:14]=[C:13]2[NH:15][C:16](=[O:38])[C:17]3([CH:21]([C:22]4[CH:27]=[CH:26][CH:25]=[C:24]([Cl:28])[C:23]=4[F:29])[CH:20]([C:30]([OH:32])=O)[NH:19][CH:18]3[CH2:33][C:34]([CH3:37])([CH3:36])[CH3:35])[C:12]2=[CH:11][CH:10]=1.C(N(C(C)C)CC)(C)C.C1(P(Cl)(C2C=CC=CC=2)=O)C=CC=CC=1.[Cl:63][C:64]1[CH:70]=[CH:69][C:67]([NH2:68])=[CH:66][CH:65]=1, predict the reaction product. (4) Given the reactants Br[C:2]1[CH:3]=[C:4]([C:8]2([C:22]3[CH:27]=[CH:26][C:25]([O:28][CH3:29])=[CH:24][CH:23]=3)[C:12]3=[N:13][CH2:14][CH:15]([S:17]([CH3:20])(=[O:19])=[O:18])[CH2:16][N:11]3[C:10]([NH2:21])=[N:9]2)[CH:5]=[CH:6][CH:7]=1.[Cl:30][C:31]1[CH:32]=[C:33](B(O)O)[CH:34]=[C:35]([Cl:37])[CH:36]=1.C(=O)([O-])[O-].[Cs+].[Cs+], predict the reaction product. The product is: [Cl:30][C:31]1[CH:32]=[C:33]([C:2]2[CH:7]=[CH:6][CH:5]=[C:4]([C:8]3([C:22]4[CH:27]=[CH:26][C:25]([O:28][CH3:29])=[CH:24][CH:23]=4)[C:12]4=[N:13][CH2:14][CH:15]([S:17]([CH3:20])(=[O:18])=[O:19])[CH2:16][N:11]4[C:10]([NH2:21])=[N:9]3)[CH:3]=2)[CH:34]=[C:35]([Cl:37])[CH:36]=1. (5) Given the reactants [F:1][C:2]1[CH:8]=[CH:7][CH:6]=[CH:5][C:3]=1[NH2:4].C([Li])CCC.F[C:15]1[CH:20]=[CH:19][CH:18]=[C:17]([F:21])[C:16]=1[N+:22]([O-:24])=[O:23], predict the reaction product. The product is: [F:21][C:17]1[C:16]([N+:22]([O-:24])=[O:23])=[C:15]([CH:20]=[CH:19][CH:18]=1)[NH:4][C:3]1[CH:5]=[CH:6][CH:7]=[CH:8][C:2]=1[F:1].